From a dataset of Experimentally validated miRNA-target interactions with 360,000+ pairs, plus equal number of negative samples. Binary Classification. Given a miRNA mature sequence and a target amino acid sequence, predict their likelihood of interaction. (1) The miRNA is hsa-miR-3614-5p with sequence CCACUUGGAUCUGAAGGCUGCCC. The protein sequence of the target gene is MAFPCRRSLTAKTLACLLVGVSFLALQQWFLQAPRSPREERSPQEETPEGPTDAPAADEPPSELVPGPPCVANASANATADFEQLPARIQDFLRYRHCRHFPLLWDAPAKCAGGRGVFLLLAVKSAPEHYERRELIRRTWGQERSYGGRPVRRLFLLGTPGPEDEARAERLAELVALEAREHGDVLQWAFADTFLNLTLKHLHLLDWLAARCPHARFLLSGDDDVFVHTANVVRFLQAQPPGRHLFSGQLMEGSVPIRDSWSKYFVPPQLFPGSAYPVYCSGGGFLLSGPTARALRAAAR.... Result: 1 (interaction). (2) The protein sequence of the target gene is MPPWAAALALLLAALALLLLRPWKRAVGARTSVRDHEEQEVASGGPADQFSDRREALPGGCSLICKPSALAQCLLRALRRSAALEPSPRSWLSGPHLQTFCHFILPVGPGPELAREYLQLADDGLVALDWVIGPCARGRRVTNPGSLPPVLLVIPNAWGRLTRNVLGLCLLALERGYYPVIFHRRGHHGCPLVSPRLQPFGDPSDLKEAVTYIRFRHPAAPLFAVSEGSGSALLLSYLGECGSSSYVTGAACISPVLRCREWFEAGLPWPYERGFLLHQKISLSRYASALEDTVDTGKLF.... Result: 0 (no interaction). The miRNA is bta-miR-146b with sequence UGAGAACUGAAUUCCAUAGGCUGU. (3) The miRNA is hsa-miR-6839-3p with sequence UUGGGUUUUCUCUUCAAUCCAG. The protein sequence of the target gene is MPHFTVVPVDGPRRGDYDNLEGLSWVDYGERAEREDSDGQGNHRENSPFLCPLDASRGNDYYDRNLALFEEELDIRPKVSSLLGKLVSYTNLTQGAKEHEEAESGEGGRRRAAKAPSMGTLMGVYLPCLQNIFGVILFLRLTWMVGTAGVLQALLIVLICCCCTLLTAISMSAIATNGVVPAGGSYFMISRSLGPEFGGAVGLCFYLGTTFAAAMYILGAIEILLTYIAPPAAIFYPSGTHDMSSATLNNMRVYGTIFLTLMTLVVFVGVKYVNKFASLFLACVIISILSIYAGGIKSIF.... Result: 0 (no interaction). (4) The miRNA is hsa-miR-766-5p with sequence AGGAGGAAUUGGUGCUGGUCUU. The protein sequence of the target gene is MAQVLIVGAGMTGSLCAALLRRQTSGPLYLAVWDKAEDSGGRMTTACSPHNPQCTADLGAQYITCTPHYAKKHQRFYDELLAYGVLRPLSSPIEGMVMKEGDCNFVAPQGISSIIKHYLKESGAEVYFRHRVTQINLRDDKWEVSKQTGSPEQFDLIVLTMPVPEILQLQGDITTLISECQRQQLEAVSYSSRYALGLFYEAGTKIDVPWAGQYITSNPCIRFVSIDNKKRNIESSEIGPSLVIHTTVPFGVTYLEHSIEDVQELVFQQLENILPGLPQPIATKCQKWRHSQVTNAAANC.... Result: 0 (no interaction).